From a dataset of Forward reaction prediction with 1.9M reactions from USPTO patents (1976-2016). Predict the product of the given reaction. (1) Given the reactants [OH:1][C@H:2]1[CH2:7][CH2:6][CH2:5][C@@H:4]([NH:8][C:9]2[C:14]([C:15]([NH2:17])=[O:16])=[CH:13][N:12]=[C:11](S(C)(=O)=O)[N:10]=2)[CH2:3]1.Cl.[F:23][C:24]1([F:31])[CH2:29][CH2:28][CH:27]([NH2:30])[CH2:26][CH2:25]1.CCN(C(C)C)C(C)C, predict the reaction product. The product is: [F:23][C:24]1([F:31])[CH2:29][CH2:28][CH:27]([NH:30][C:11]2[N:10]=[C:9]([NH:8][C@@H:4]3[CH2:5][CH2:6][CH2:7][C@H:2]([OH:1])[CH2:3]3)[C:14]([C:15]([NH2:17])=[O:16])=[CH:13][N:12]=2)[CH2:26][CH2:25]1. (2) Given the reactants [NH2:1][C@H:2]([C:13]([NH:15][C:16]1[CH:21]=[CH:20][CH:19]=[CH:18][CH:17]=1)=[O:14])[CH2:3][C:4]1[C:12]2[C:7](=[CH:8][CH:9]=[CH:10][CH:11]=2)[NH:6][CH:5]=1.[NH:22]([C:47]([O:49][C:50]([CH3:53])([CH3:52])[CH3:51])=[O:48])[C@H:23]([C:39]([NH:41][C@H:42]([C:44](O)=[O:45])[CH3:43])=[O:40])[CH2:24][C:25]1[CH:30]=[CH:29][C:28]([O:31][CH2:32][C:33]2[CH:38]=[CH:37][CH:36]=[CH:35][CH:34]=2)=[CH:27][CH:26]=1.C(Cl)CCl.C1C=CC2N(O)N=NC=2C=1, predict the reaction product. The product is: [NH:22]([C:47]([O:49][C:50]([CH3:51])([CH3:53])[CH3:52])=[O:48])[C@H:23]([C:39]([NH:41][C@H:42]([C:44]([NH:1][C@H:2]([C:13]([NH:15][C:16]1[CH:21]=[CH:20][CH:19]=[CH:18][CH:17]=1)=[O:14])[CH2:3][C:4]1[C:12]2[C:7](=[CH:8][CH:9]=[CH:10][CH:11]=2)[NH:6][CH:5]=1)=[O:45])[CH3:43])=[O:40])[CH2:24][C:25]1[CH:30]=[CH:29][C:28]([O:31][CH2:32][C:33]2[CH:38]=[CH:37][CH:36]=[CH:35][CH:34]=2)=[CH:27][CH:26]=1.